The task is: Predict the reactants needed to synthesize the given product.. This data is from Full USPTO retrosynthesis dataset with 1.9M reactions from patents (1976-2016). (1) Given the product [N:55]1[CH:56]=[CH:57][CH:58]=[CH:59][C:54]=1[C:2]1[CH:7]=[CH:6][N:5]2[CH:8]=[CH:9][N:10]=[C:4]2[CH:3]=1, predict the reactants needed to synthesize it. The reactants are: Cl[C:2]1[CH:7]=[CH:6][N:5]2[CH:8]=[CH:9][N:10]=[C:4]2[CH:3]=1.C1(P(C2CCCCC2)C2CCCCC2)CCCCC1.C([O-])(=O)C.[K+].B1(B2OC(C)(C)C(C)(C)O2)OC(C)(C)C(C)(C)O1.Br[C:54]1[CH:59]=[CH:58][CH:57]=[CH:56][N:55]=1.COC1C=CC=C(OC)C=1C1C=CC=CC=1P(C1CCCCC1)C1CCCCC1.P([O-])([O-])([O-])=O.[K+].[K+].[K+]. (2) Given the product [CH2:33]([N:35]1[CH2:36][CH2:37][N:2]([C:3]2[C:5]3[C:6](=[CH:7][CH:8]=[CH:9][CH:10]=3)[CH:11]=[C:12]([C:14]3[CH:19]=[CH:18][N:17]=[C:16]([O:20][CH2:21][C:22]4[CH:27]=[CH:26][CH:25]=[CH:24][CH:23]=4)[CH:15]=3)[N:13]=2)[CH2:1][CH2:40]1)[CH3:34].[CH2:33]([N:35]1[CH2:40][CH2:39][N:38]([C:11]2[C:6]3[C:5](=[CH:10][CH:9]=[CH:8][CH:7]=3)[CH:3]=[C:12]([C:14]3[CH:19]=[CH:18][N:17]=[C:16]([Cl:30])[CH:15]=3)[N:13]=2)[CH2:37][CH2:36]1)[CH3:34], predict the reactants needed to synthesize it. The reactants are: [CH3:1][NH:2][C:3]([C:5]1[C:6]([CH3:11])=[CH:7][CH:8]=[CH:9][CH:10]=1)=O.[C:12]([C:14]1[CH:19]=[CH:18][N:17]=[C:16]([O:20][CH2:21][C:22]2[CH:27]=[CH:26][CH:25]=[CH:24][CH:23]=2)[CH:15]=1)#[N:13].P(Cl)(Cl)([Cl:30])=O.[CH2:33]([N:35]1[CH2:40][CH2:39][NH:38][CH2:37][CH2:36]1)[CH3:34]. (3) Given the product [CH:13]([S:12][C:8]1[N:7]=[C:6]([CH2:4][OH:3])[CH:11]=[CH:10][CH:9]=1)([CH2:15][CH3:16])[CH3:14], predict the reactants needed to synthesize it. The reactants are: C([O:3][C:4]([C:6]1[CH:11]=[CH:10][CH:9]=[C:8]([S:12][CH:13]([CH2:15][CH3:16])[CH3:14])[N:7]=1)=O)C.[Li+].[BH4-].O. (4) Given the product [CH3:17][O:18][C:19]1[CH:20]=[C:21]([CH2:25][CH2:26][C@@H:27]2[N:32]([CH3:1])[CH2:31][CH2:30][N:29]([C:33]3[C:42]4[N:41]=[C:40]([C:43]([F:45])([F:46])[F:44])[S:39][C:38]=4[NH:37][C:36]4[CH:47]=[CH:48][CH:49]=[CH:50][C:35]=4[N:34]=3)[CH2:28]2)[CH:22]=[CH:23][CH:24]=1, predict the reactants needed to synthesize it. The reactants are: [C:1](O[BH-](OC(=O)C)OC(=O)C)(=O)C.[Na+].C=O.[CH3:17][O:18][C:19]1[CH:20]=[C:21]([CH2:25][CH2:26][C@@H:27]2[NH:32][CH2:31][CH2:30][N:29]([C:33]3[C:42]4[N:41]=[C:40]([C:43]([F:46])([F:45])[F:44])[S:39][C:38]=4[NH:37][C:36]4[CH:47]=[CH:48][CH:49]=[CH:50][C:35]=4[N:34]=3)[CH2:28]2)[CH:22]=[CH:23][CH:24]=1. (5) Given the product [C:27](=[O:28])([O:24][CH2:23][C:21]1[CH:20]=[CH:19][C:16]2[C:17]3[N:11]([CH:10]=[C:9]([C:8]4[N:4]([CH:1]([CH3:3])[CH3:2])[N:5]=[CH:6][N:7]=4)[N:18]=3)[CH2:12][CH2:13][O:14][C:15]=2[CH:22]=1)[NH2:29], predict the reactants needed to synthesize it. The reactants are: [CH:1]([N:4]1[C:8]([C:9]2[N:18]=[C:17]3[N:11]([CH2:12][CH2:13][O:14][C:15]4[CH:22]=[C:21]([CH2:23][OH:24])[CH:20]=[CH:19][C:16]=43)[CH:10]=2)=[N:7][CH:6]=[N:5]1)([CH3:3])[CH3:2].ClC(Cl)(Cl)[C:27]([N:29]=C=O)=[O:28].C(N(CC)CC)C. (6) Given the product [OH:12][C:13]1[C:20]([CH2:21][CH2:22][CH3:23])=[CH:19][C:18]([N+:1]([O-:4])=[O:2])=[CH:17][C:14]=1[CH:15]=[O:16], predict the reactants needed to synthesize it. The reactants are: [N+:1]([O-:4])(O)=[O:2].C(OC(=O)C)(=O)C.[OH:12][C:13]1[C:20]([CH2:21][CH2:22][CH3:23])=[CH:19][CH:18]=[CH:17][C:14]=1[CH:15]=[O:16].C(=O)(O)[O-].[Na+].